Dataset: Reaction yield outcomes from USPTO patents with 853,638 reactions. Task: Predict the reaction yield, written as a fraction of the theoretical maximum amount of product (1.0 means a 100% yield; for example, 0.34 means a 34% yield). The reactants are [NH2:1][C:2]1[CH:3]=[N:4][C:5]([Cl:9])=[CH:6][C:7]=1[CH3:8].[CH3:10][S:11](Cl)(=[O:13])=[O:12]. The catalyst is N1C=CC=CC=1.CCOC(C)=O. The product is [Cl:9][C:5]1[N:4]=[CH:3][C:2]([NH:1][S:11]([CH3:10])(=[O:13])=[O:12])=[C:7]([CH3:8])[CH:6]=1. The yield is 0.780.